This data is from Forward reaction prediction with 1.9M reactions from USPTO patents (1976-2016). The task is: Predict the product of the given reaction. (1) Given the reactants Cl[C:2]1[CH:3]=[C:4]([N:8]2[N:12]=[N:11][C:10]([C:13]3[CH:18]=[CH:17][CH:16]=[CH:15][N:14]=3)=[N:9]2)[CH:5]=[CH:6][CH:7]=1.[F:19][C:20]([F:29])([F:28])C1C=C(C=CC=1)N.N1C=CC=CC=1C=O, predict the reaction product. The product is: [F:19][C:20]([F:29])([F:28])[C:2]1[CH:3]=[C:4]([N:8]2[N:12]=[N:11][C:10]([C:13]3[CH:18]=[CH:17][CH:16]=[CH:15][N:14]=3)=[N:9]2)[CH:5]=[CH:6][CH:7]=1. (2) Given the reactants [C:1]([O:5][C:6]([N:8]1[C@@H:12]([CH2:13][C:14]2[CH:19]=[CH:18][C:17]([OH:20])=[CH:16][CH:15]=2)[CH2:11][O:10][C:9]1([CH3:22])[CH3:21])=[O:7])([CH3:4])([CH3:3])[CH3:2].I[C:24]1[CH:29]=[CH:28][C:27]([O:30][CH3:31])=[CH:26][CH:25]=1.CN(C)CC(O)=O.C(=O)([O-])[O-].[Cs+].[Cs+], predict the reaction product. The product is: [C:1]([O:5][C:6]([N:8]1[C@@H:12]([CH2:13][C:14]2[CH:15]=[CH:16][C:17]([O:20][C:24]3[CH:29]=[CH:28][C:27]([O:30][CH3:31])=[CH:26][CH:25]=3)=[CH:18][CH:19]=2)[CH2:11][O:10][C:9]1([CH3:22])[CH3:21])=[O:7])([CH3:4])([CH3:2])[CH3:3]. (3) Given the reactants [CH3:1][C:2]1[CH:7]=[C:6]([N+:8]([O-])=O)[CH:5]=[CH:4][C:3]=1[NH:11][CH:12]([CH:15]([OH:31])[CH2:16][CH2:17][CH2:18][CH2:19][CH2:20][CH2:21][CH2:22][CH2:23][CH2:24][CH2:25][CH2:26][CH2:27][CH2:28][CH2:29][CH3:30])[CH2:13][OH:14], predict the reaction product. The product is: [NH2:8][C:6]1[CH:5]=[CH:4][C:3]([NH:11][CH:12]([CH:15]([OH:31])[CH2:16][CH2:17][CH2:18][CH2:19][CH2:20][CH2:21][CH2:22][CH2:23][CH2:24][CH2:25][CH2:26][CH2:27][CH2:28][CH2:29][CH3:30])[CH2:13][OH:14])=[C:2]([CH3:1])[CH:7]=1. (4) Given the reactants [C:1]1([C:7]#[CH:8])[CH:6]=[CH:5][CH:4]=[CH:3][CH:2]=1.[CH3:9][CH:10]([CH3:13])[CH:11]=O.[CH2:14]([NH:21][CH2:22][C:23]1[CH:28]=[CH:27][CH:26]=[CH:25][CH:24]=1)[C:15]1[CH:20]=[CH:19][CH:18]=[CH:17][CH:16]=1, predict the reaction product. The product is: [CH2:22]([N:21]([CH2:14][C:15]1[CH:20]=[CH:19][CH:18]=[CH:17][CH:16]=1)[CH:9]([CH:10]([CH3:13])[CH3:11])[C:8]#[C:7][C:1]1[CH:6]=[CH:5][CH:4]=[CH:3][CH:2]=1)[C:23]1[CH:28]=[CH:27][CH:26]=[CH:25][CH:24]=1. (5) Given the reactants C[C:2]1[N:3]=[CH:4][C:5]([C:8](O)=O)=[N:6][CH:7]=1.C([N:14]([CH:17](C)C)CC)(C)C.C1(P(N=[N+]=[N-])(C2C=CC=CC=2)=[O:27])C=CC=CC=1.[CH2:37]([N:44]([CH2:46][C:47]1[CH:52]=[CH:51][C:50]([NH2:53])=[C:49]([O:54][CH3:55])[CH:48]=1)[CH3:45])[C:38]1[CH:43]=[CH:42][CH:41]=[CH:40][CH:39]=1, predict the reaction product. The product is: [CH2:37]([N:44]([CH2:46][C:47]1[CH:52]=[CH:51][C:50]([NH:53][C:17]([NH:14][C:2]2[CH:7]=[N:6][C:5]([CH3:8])=[CH:4][N:3]=2)=[O:27])=[C:49]([O:54][CH3:55])[CH:48]=1)[CH3:45])[C:38]1[CH:43]=[CH:42][CH:41]=[CH:40][CH:39]=1.